Task: Regression. Given two drug SMILES strings and cell line genomic features, predict the synergy score measuring deviation from expected non-interaction effect.. Dataset: NCI-60 drug combinations with 297,098 pairs across 59 cell lines (1) Drug 1: C1=CN(C=N1)CC(O)(P(=O)(O)O)P(=O)(O)O. Drug 2: N.N.Cl[Pt+2]Cl. Cell line: PC-3. Synergy scores: CSS=44.3, Synergy_ZIP=1.59, Synergy_Bliss=2.75, Synergy_Loewe=0.355, Synergy_HSA=2.16. (2) Drug 1: COC1=NC(=NC2=C1N=CN2C3C(C(C(O3)CO)O)O)N. Cell line: BT-549. Drug 2: C1=CC=C(C(=C1)C(C2=CC=C(C=C2)Cl)C(Cl)Cl)Cl. Synergy scores: CSS=20.1, Synergy_ZIP=-2.76, Synergy_Bliss=-2.33, Synergy_Loewe=-13.1, Synergy_HSA=-4.26. (3) Drug 1: CCC1=CC2CC(C3=C(CN(C2)C1)C4=CC=CC=C4N3)(C5=C(C=C6C(=C5)C78CCN9C7C(C=CC9)(C(C(C8N6C)(C(=O)OC)O)OC(=O)C)CC)OC)C(=O)OC.C(C(C(=O)O)O)(C(=O)O)O. Drug 2: COC1=NC(=NC2=C1N=CN2C3C(C(C(O3)CO)O)O)N. Cell line: A498. Synergy scores: CSS=13.6, Synergy_ZIP=0.242, Synergy_Bliss=6.41, Synergy_Loewe=-26.7, Synergy_HSA=-0.588. (4) Drug 1: CC1C(C(CC(O1)OC2CC(CC3=C2C(=C4C(=C3O)C(=O)C5=C(C4=O)C(=CC=C5)OC)O)(C(=O)CO)O)N)O.Cl. Drug 2: C1=CC(=C2C(=C1NCCNCCO)C(=O)C3=C(C=CC(=C3C2=O)O)O)NCCNCCO. Cell line: SR. Synergy scores: CSS=86.3, Synergy_ZIP=5.60, Synergy_Bliss=5.20, Synergy_Loewe=3.17, Synergy_HSA=7.70. (5) Drug 1: C1CN1P(=S)(N2CC2)N3CC3. Drug 2: CC1=C2C(C(=O)C3(C(CC4C(C3C(C(C2(C)C)(CC1OC(=O)C(C(C5=CC=CC=C5)NC(=O)C6=CC=CC=C6)O)O)OC(=O)C7=CC=CC=C7)(CO4)OC(=O)C)O)C)OC(=O)C. Cell line: PC-3. Synergy scores: CSS=10.9, Synergy_ZIP=-1.83, Synergy_Bliss=2.17, Synergy_Loewe=1.20, Synergy_HSA=2.81. (6) Drug 1: CC1=CC=C(C=C1)C2=CC(=NN2C3=CC=C(C=C3)S(=O)(=O)N)C(F)(F)F. Cell line: OVCAR-5. Drug 2: CN1C(=O)N2C=NC(=C2N=N1)C(=O)N. Synergy scores: CSS=4.44, Synergy_ZIP=1.13, Synergy_Bliss=4.23, Synergy_Loewe=5.94, Synergy_HSA=3.67. (7) Drug 1: CC1=C(C(CCC1)(C)C)C=CC(=CC=CC(=CC(=O)O)C)C. Cell line: MCF7. Synergy scores: CSS=40.3, Synergy_ZIP=-5.24, Synergy_Bliss=0.426, Synergy_Loewe=3.97, Synergy_HSA=4.98. Drug 2: C1CCC(C(C1)N)N.C(=O)(C(=O)[O-])[O-].[Pt+4]. (8) Drug 1: C1=NC2=C(N1)C(=S)N=C(N2)N. Drug 2: CC1=C(C(CCC1)(C)C)C=CC(=CC=CC(=CC(=O)O)C)C. Cell line: KM12. Synergy scores: CSS=41.3, Synergy_ZIP=-6.18, Synergy_Bliss=-4.59, Synergy_Loewe=2.24, Synergy_HSA=3.50. (9) Drug 1: CC1=C(C=C(C=C1)C(=O)NC2=CC(=CC(=C2)C(F)(F)F)N3C=C(N=C3)C)NC4=NC=CC(=N4)C5=CN=CC=C5. Drug 2: C1=NC(=NC(=O)N1C2C(C(C(O2)CO)O)O)N. Cell line: SK-OV-3. Synergy scores: CSS=-3.27, Synergy_ZIP=-0.969, Synergy_Bliss=-4.51, Synergy_Loewe=-15.2, Synergy_HSA=-11.0.